This data is from Full USPTO retrosynthesis dataset with 1.9M reactions from patents (1976-2016). The task is: Predict the reactants needed to synthesize the given product. (1) Given the product [CH2:2]([C:4]1[S:24][C:7]2[N:8]=[C:9]([S:18][CH2:19][C:20]([O:22][CH3:23])=[O:21])[N:10]=[C:11]([N:12]3[CH2:17][CH2:16][N:15]([C:51]([C:43]4[N:44]=[C:40]([C:36]5[CH:35]=[N:34][CH:39]=[CH:38][CH:37]=5)[S:41][CH:42]=4)=[O:55])[CH2:14][CH2:13]3)[C:6]=2[CH:5]=1)[CH3:3], predict the reactants needed to synthesize it. The reactants are: Cl.[CH2:2]([C:4]1[S:24][C:7]2[N:8]=[C:9]([S:18][CH2:19][C:20]([O:22][CH3:23])=[O:21])[N:10]=[C:11]([N:12]3[CH2:17][CH2:16][NH:15][CH2:14][CH2:13]3)[C:6]=2[CH:5]=1)[CH3:3].C(N(C(C)C)CC)(C)C.[N:34]1[CH:39]=[CH:38][CH:37]=[C:36]([C:40]2(C(O)=O)[NH:44][CH:43]=[CH:42][S:41]2)[CH:35]=1.CN([C:51]([O:55]N1N=NC2C=CC=NC1=2)=[N+](C)C)C.F[P-](F)(F)(F)(F)F. (2) Given the product [Cl:38][C:39]1[CH:40]=[CH:41][C:42]2[N:48]3[CH2:49][C@H:45]([CH2:46][CH2:47]3)[N:44]([C:19]([NH:31][C:4]3[CH:5]=[CH:6][N:1]=[N:2][CH:3]=3)=[O:18])[C:43]=2[N:50]=1, predict the reactants needed to synthesize it. The reactants are: [N:1]1[CH:6]=[CH:5][C:4](C(O)=O)=[CH:3][N:2]=1.P(N=[N+]=[N-])(=O)([O:18][C:19]1C=CC=CC=1)OC1C=CC=CC=1.CC[N:31](C(C)C)C(C)C.[Cl:38][C:39]1[CH:40]=[CH:41][C:42]2[N:48]3[CH2:49][C@H:45]([CH2:46][CH2:47]3)[NH:44][C:43]=2[N:50]=1. (3) Given the product [S:36]1[C:37]2[CH:42]=[CH:41][CH:40]=[CH:39][C:38]=2[C:34]([N:28]2[CH2:29][CH2:30][N:31]([CH2:2][CH2:3][C:5]3[CH:6]=[C:7]4[C:12](=[C:13]([CH3:15])[CH:14]=3)[NH:11][C:10](=[O:16])[CH2:9][C:8]4([CH3:18])[CH3:17])[CH2:32][CH2:33]2)=[N:35]1, predict the reactants needed to synthesize it. The reactants are: Cl[CH2:2][C:3]([C:5]1[CH:6]=[C:7]2[C:12](=[C:13]([CH3:15])[CH:14]=1)[NH:11][C:10](=[O:16])[CH2:9][C:8]2([CH3:18])[CH3:17])=O.C(=O)([O-])[O-].[Na+].[Na+].[I-].[Na+].Cl.[N:28]1([C:34]2[C:38]3[CH:39]=[CH:40][CH:41]=[CH:42][C:37]=3[S:36][N:35]=2)[CH2:33][CH2:32][NH:31][CH2:30][CH2:29]1. (4) Given the product [NH2:7][C:8]1[C:9]([CH2:10][OH:11])=[CH:13][CH:14]=[CH:15][N:16]=1, predict the reactants needed to synthesize it. The reactants are: [H-].[Al+3].[Li+].[H-].[H-].[H-].[NH2:7][C:8]1[N:16]=[CH:15][CH:14]=[CH:13][C:9]=1[C:10](O)=[O:11].O.O.O.O.O.O.O.O.O.O.S([O-])([O-])(=O)=O.[Na+].[Na+].